This data is from Forward reaction prediction with 1.9M reactions from USPTO patents (1976-2016). The task is: Predict the product of the given reaction. (1) Given the reactants [CH:1]1([C:7]([C:9]2[C:10]3[CH:17]=[CH:16][N:15]([CH2:18][O:19][CH2:20][CH2:21][Si:22]([CH3:25])([CH3:24])[CH3:23])[C:11]=3[N:12]=[CH:13][N:14]=2)=O)[CH2:6][CH2:5][CH2:4][CH2:3][CH2:2]1.Cl.[NH2:27]O.C([O-])(=O)C.[NH4+].N, predict the reaction product. The product is: [CH:1]1([CH:7]([C:9]2[C:10]3[CH:17]=[CH:16][N:15]([CH2:18][O:19][CH2:20][CH2:21][Si:22]([CH3:25])([CH3:24])[CH3:23])[C:11]=3[N:12]=[CH:13][N:14]=2)[NH2:27])[CH2:6][CH2:5][CH2:4][CH2:3][CH2:2]1. (2) Given the reactants [C:1]1([Mg]Br)[CH:6]=[CH:5][CH:4]=[CH:3][CH:2]=1.[CH3:9][N:10]1[CH2:27][CH2:26][C:13]2[N:14]([CH:22]([CH3:25])[CH:23]=[O:24])[C:15]3[CH:16]=[CH:17][C:18]([CH3:21])=[CH:19][C:20]=3[C:12]=2[CH2:11]1, predict the reaction product. The product is: [CH3:9][N:10]1[CH2:27][CH2:26][C:13]2[N:14]([CH:22]([CH3:25])[CH:23]([C:1]3[CH:6]=[CH:5][CH:4]=[CH:3][CH:2]=3)[OH:24])[C:15]3[CH:16]=[CH:17][C:18]([CH3:21])=[CH:19][C:20]=3[C:12]=2[CH2:11]1.